From a dataset of Catalyst prediction with 721,799 reactions and 888 catalyst types from USPTO. Predict which catalyst facilitates the given reaction. (1) Reactant: [I:1]N1C(=O)CCC1=O.[N:9]1[C:10]([C:18]([O:20][CH2:21][CH3:22])=[O:19])=[CH:11][N:12]2[C:17]=1[CH:16]=[CH:15][CH:14]=[N:13]2. Product: [I:1][C:11]1[N:12]2[N:13]=[CH:14][CH:15]=[CH:16][C:17]2=[N:9][C:10]=1[C:18]([O:20][CH2:21][CH3:22])=[O:19]. The catalyst class is: 10. (2) Product: [CH3:20][N:18]1[CH:19]=[C:15]([C:12]2[CH:13]=[C:14]3[N:6]([CH2:5][C:4]([NH:23][NH2:24])=[O:21])[CH:7]=[CH:8][C:9]3=[N:10][CH:11]=2)[CH:16]=[N:17]1. Reactant: C(O[C:4](=[O:21])[CH2:5][N:6]1[C:14]2[C:9](=[N:10][CH:11]=[C:12]([C:15]3[CH:16]=[N:17][N:18]([CH3:20])[CH:19]=3)[CH:13]=2)[CH:8]=[CH:7]1)C.O.[NH2:23][NH2:24]. The catalyst class is: 8. (3) Reactant: [Br:1][CH2:2][CH2:3][CH2:4][C:5]([OH:7])=O.C(N(CC)CC)C.CC(C)(C)C(Cl)=O.C([Li])CCC.[CH2:27]([C@@H:34]1[CH2:38][O:37][C:36](=[O:39])[NH:35]1)[C:28]1[CH:33]=[CH:32][CH:31]=[CH:30][CH:29]=1. Product: [CH2:27]([C@@H:34]1[CH2:38][O:37][C:36](=[O:39])[N:35]1[C:5](=[O:7])[CH2:4][CH2:3][CH2:2][Br:1])[C:28]1[CH:29]=[CH:30][CH:31]=[CH:32][CH:33]=1. The catalyst class is: 305. (4) Reactant: [CH3:1][NH2:2].C([O:5][C:6](=O)[CH2:7][N:8]1[CH:13]=[CH:12][C:11]([N:14]2[CH:18]=[C:17]([C:19]#[C:20][C:21]3[CH:22]=[C:23]([CH3:27])[CH:24]=[CH:25][CH:26]=3)[N:16]=[C:15]2[CH3:28])=[CH:10][C:9]1=[O:29])C. Product: [CH3:1][NH:2][C:6](=[O:5])[CH2:7][N:8]1[CH:13]=[CH:12][C:11]([N:14]2[CH:18]=[C:17]([C:19]#[C:20][C:21]3[CH:22]=[C:23]([CH3:27])[CH:24]=[CH:25][CH:26]=3)[N:16]=[C:15]2[CH3:28])=[CH:10][C:9]1=[O:29]. The catalyst class is: 8. (5) Reactant: C[O:2][C:3]([C:5]1[C:14]([O:15][CH2:16][C:17]2[CH:22]=[CH:21][CH:20]=[CH:19][CH:18]=2)=[C:13]2[C:8]([CH:9]=[C:10]([CH2:23][C:24]3[CH:29]=[CH:28][C:27]([F:30])=[CH:26][CH:25]=3)[CH:11]=[N:12]2)=[C:7]([I:31])[N:6]=1)=[O:4].O1CCCC1.[OH-].[Na+].Cl. Product: [CH2:16]([O:15][C:14]1[C:5]([C:3]([OH:4])=[O:2])=[N:6][C:7]([I:31])=[C:8]2[C:13]=1[N:12]=[CH:11][C:10]([CH2:23][C:24]1[CH:29]=[CH:28][C:27]([F:30])=[CH:26][CH:25]=1)=[CH:9]2)[C:17]1[CH:22]=[CH:21][CH:20]=[CH:19][CH:18]=1. The catalyst class is: 5. (6) Reactant: [H-].[Na+].[NH2:3][C:4]1[N:9]=[CH:8][N:7]=[C:6]2[N:10]([CH2:14][C:15]([O:17][CH2:18][CH3:19])=[O:16])[N:11]=[C:12]([I:13])[C:5]=12.IC1C2C(=NC=NC=2N)NN=1.BrCC(OCC)=O. Product: [NH2:3][C:4]1[N:9]=[CH:8][N:7]=[C:6]2[N:10]([CH2:14][C:15]([O:17][CH2:18][CH3:19])=[O:16])[N:11]=[C:12]([I:13])[C:5]=12. The catalyst class is: 9. (7) Reactant: [CH3:1][C:2]1[CH:7]=[CH:6][C:5]([S:8]([O-:11])(=[O:10])=[O:9])=[CH:4][CH:3]=1.[CH3:12][N+:13]1[C:17]2[CH:18]=[CH:19][CH:20]=[CH:21][C:16]=2[S:15][C:14]=1SC.[Br-].NCC[CH2:28][N+:29]1[C:38]2[C:33](=[CH:34][CH:35]=[CH:36][CH:37]=2)[C:32]([CH3:39])=[CH:31][CH:30]=1.C(O)C.C(N(CC)CC)C. Product: [CH3:1][C:2]1[CH:3]=[CH:4][C:5]([S:8]([O-:11])(=[O:10])=[O:9])=[CH:6][CH:7]=1.[CH3:12][N:13]1[C:17]2[C:16]([S:15]/[C:14]/1=[CH:39]\[C:32]1[C:33]3[C:38](=[CH:37][CH:36]=[CH:35][CH:34]=3)[N+:29]([CH3:28])=[CH:30][CH:31]=1)=[CH:21][CH:20]=[CH:19][CH:18]=2. The catalyst class is: 28. (8) Reactant: [CH2:1]([O:8][CH2:9][CH:10]([OH:20])[CH2:11][O:12][CH2:13][C:14]1[CH:19]=[CH:18][CH:17]=[CH:16][CH:15]=1)[C:2]1[CH:7]=[CH:6][CH:5]=[CH:4][CH:3]=1.[H-].[Na+].Br[CH2:24][CH2:25][CH:26]1[CH2:31][CH2:30][CH:29]([CH:32]2[CH2:37][CH2:36][CH:35]([CH2:38][CH2:39][CH3:40])[CH2:34][CH2:33]2)[CH2:28][CH2:27]1.Cl. Product: [CH2:13]([O:12][CH2:11][CH:10]([CH2:9][O:8][CH2:1][C:2]1[CH:3]=[CH:4][CH:5]=[CH:6][CH:7]=1)[O:20][CH2:24][CH2:25][CH:26]1[CH2:31][CH2:30][CH:29]([CH:32]2[CH2:37][CH2:36][CH:35]([CH2:38][CH2:39][CH3:40])[CH2:34][CH2:33]2)[CH2:28][CH2:27]1)[C:14]1[CH:19]=[CH:18][CH:17]=[CH:16][CH:15]=1. The catalyst class is: 3. (9) Reactant: [C:1](=O)([O-])[O-].[K+].[K+].CI.[F:9][C:10]([F:21])([F:20])[C:11]1[C:16]([C:17]([OH:19])=[O:18])=[CH:15][N:14]=[CH:13][CH:12]=1.O. Product: [F:21][C:10]([F:9])([F:20])[C:11]1[C:16]([C:17]([O:19][CH3:1])=[O:18])=[CH:15][N:14]=[CH:13][CH:12]=1. The catalyst class is: 9. (10) Reactant: [Cl:1][C:2]1[C:7]([Cl:8])=[CH:6][CH:5]=[CH:4][C:3]=1[C:9]([C:11]1[C:12]2[CH:19]=[CH:18][S:17][C:13]=2[NH:14][C:15]=1[CH3:16])=[O:10].C(=O)([O-])[O-].[K+].[K+].Cl.Cl[CH2:28][CH2:29][N:30]1[CH2:35][CH2:34][O:33][CH2:32][CH2:31]1. Product: [Cl:1][C:2]1[C:7]([Cl:8])=[CH:6][CH:5]=[CH:4][C:3]=1[C:9]([C:11]1[C:12]2[CH:19]=[CH:18][S:17][C:13]=2[N:14]([CH2:28][CH2:29][N:30]2[CH2:35][CH2:34][O:33][CH2:32][CH2:31]2)[C:15]=1[CH3:16])=[O:10]. The catalyst class is: 3.